From a dataset of Reaction yield outcomes from USPTO patents with 853,638 reactions. Predict the reaction yield, written as a fraction of the theoretical maximum amount of product (1.0 means a 100% yield; for example, 0.34 means a 34% yield). (1) The reactants are C([CH2:4][C@H:5]1[CH2:10][CH2:9][C@H:8]([O:11][C:12]([N:14]2[CH2:23][CH2:22][C:21]3[C:16](=[CH:17][CH:18]=[C:19]([NH:24][C:25]([NH:27][C:28]4[CH:33]=[CH:32][CH:31]=[CH:30][C:29]=4[F:34])=[O:26])[CH:20]=3)[CH2:15]2)=[O:13])[CH2:7][CH2:6]1)(O)=O.C[C:36]1([CH3:44])[O:43][C:41](=[O:42])[CH2:40][C:38](=[O:39])O1.CN(C1C=CC=CN=1)C.CCN=C=NCCCN(C)C. The catalyst is ClCCl. The product is [CH2:36]([O:43][C:41]([CH2:40][C:38](=[O:39])[CH2:4][C@H:5]1[CH2:6][CH2:7][C@H:8]([O:11][C:12]([N:14]2[CH2:23][CH2:22][C:21]3[C:16](=[CH:17][CH:18]=[C:19]([NH:24][C:25]([NH:27][C:28]4[CH:33]=[CH:32][CH:31]=[CH:30][C:29]=4[F:34])=[O:26])[CH:20]=3)[CH2:15]2)=[O:13])[CH2:9][CH2:10]1)=[O:42])[CH3:44]. The yield is 0.760. (2) The reactants are [NH2:1][C:2]1[N:6]([C:7]2[CH:8]=[C:9]([CH2:13][C:14]([O:16][CH2:17][CH3:18])=[O:15])[CH:10]=[CH:11][CH:12]=2)[N:5]=[C:4]([C:19]([CH3:22])([CH3:21])[CH3:20])[CH:3]=1.C(N(CC)CC)C.[N-:30]=[C:31]=[O:32].[CH:33]1[CH:38]=[CH:37][CH:36]=[CH:35][CH:34]=1.Cl. The catalyst is C1COCC1. The product is [C:19]([C:4]1[CH:3]=[C:2]([NH:1][C:31]([NH:30][C:33]2[CH:38]=[CH:37][CH:36]=[CH:35][CH:34]=2)=[O:32])[N:6]([C:7]2[CH:8]=[C:9]([CH2:13][C:14]([O:16][CH2:17][CH3:18])=[O:15])[CH:10]=[CH:11][CH:12]=2)[N:5]=1)([CH3:21])([CH3:20])[CH3:22]. The yield is 0.540.